From a dataset of Reaction yield outcomes from USPTO patents with 853,638 reactions. Predict the reaction yield, written as a fraction of the theoretical maximum amount of product (1.0 means a 100% yield; for example, 0.34 means a 34% yield). The reactants are C([O:5][C:6](=[O:29])[CH2:7][CH2:8][CH:9]([C:26](=[O:28])[NH2:27])[NH:10][C:11](=[O:25])[C:12]1[CH:17]=[CH:16][C:15]([NH:18][C:19]2[N:24]=[CH:23][CH:22]=[CH:21][N:20]=2)=[CH:14][CH:13]=1)(C)(C)C.C(O)(C(F)(F)F)=O. The catalyst is ClC(Cl)C. The product is [C:26]([CH:9]([NH:10][C:11](=[O:25])[C:12]1[CH:17]=[CH:16][C:15]([NH:18][C:19]2[N:24]=[CH:23][CH:22]=[CH:21][N:20]=2)=[CH:14][CH:13]=1)[CH2:8][CH2:7][C:6]([OH:29])=[O:5])(=[O:28])[NH2:27]. The yield is 1.00.